This data is from Forward reaction prediction with 1.9M reactions from USPTO patents (1976-2016). The task is: Predict the product of the given reaction. (1) Given the reactants [CH2:1]([OH:4])[C:2]#[CH:3].[Cl:5][C:6]1[C:11]([Cl:12])=[CH:10][CH:9]=[CH:8][C:7]=1[S:13]([NH:16][C:17]1[C:22](Cl)=[N:21][C:20]([Cl:24])=[CH:19][N:18]=1)(=[O:15])=[O:14], predict the reaction product. The product is: [Cl:5][C:6]1[C:11]([Cl:12])=[CH:10][CH:9]=[CH:8][C:7]=1[S:13]([NH:16][C:17]1[C:22]([O:4][CH2:1][C:2]#[CH:3])=[N:21][C:20]([Cl:24])=[CH:19][N:18]=1)(=[O:15])=[O:14]. (2) Given the reactants C(N(CC)CC)C.[CH2:8]1[C:17]2[C:12](=[CH:13][C:14]([CH2:18][N:19]3[CH2:24][CH2:23][N:22]([C:25]([CH:27]4[CH2:32][CH2:31][O:30][CH2:29][CH2:28]4)=[O:26])[CH2:21][CH2:20]3)=[CH:15][CH:16]=2)[CH2:11][CH2:10][NH:9]1.F[P-](F)(F)(F)(F)F.N1(OC(N(C)C)=[N+](C)C)C2N=CC=CC=2N=N1.[N:57]1[CH:62]=[CH:61][CH:60]=[C:59]([O:63][CH2:64][C:65](O)=[O:66])[CH:58]=1, predict the reaction product. The product is: [N:57]1[CH:62]=[CH:61][CH:60]=[C:59]([O:63][CH2:64][C:65]([N:9]2[CH2:10][CH2:11][C:12]3[C:17](=[CH:16][CH:15]=[C:14]([CH2:18][N:19]4[CH2:20][CH2:21][N:22]([C:25]([CH:27]5[CH2:32][CH2:31][O:30][CH2:29][CH2:28]5)=[O:26])[CH2:23][CH2:24]4)[CH:13]=3)[CH2:8]2)=[O:66])[CH:58]=1. (3) Given the reactants F[P-](F)(F)(F)(F)F.N1(OC(N(C)C)=[N+](C)C)C2N=CC=CC=2N=N1.[O:25]1[C:30]2([CH2:35][CH2:34][N:33]([CH2:36][C:37]3[CH:38]=[C:39]([CH2:44][CH2:45][OH:46])[CH:40]=[C:41]([F:43])[CH:42]=3)[CH2:32][CH2:31]2)[CH2:29][NH:28][CH2:27][CH2:26]1.[CH:47]1([C:50]2[S:51][CH:52]=[C:53]([C:55](O)=[O:56])[N:54]=2)[CH2:49][CH2:48]1.C(N(CC)CC)C, predict the reaction product. The product is: [CH:47]1([C:50]2[S:51][CH:52]=[C:53]([C:55]([N:28]3[CH2:29][C:30]4([CH2:35][CH2:34][N:33]([CH2:36][C:37]5[CH:38]=[C:39]([CH2:44][CH2:45][OH:46])[CH:40]=[C:41]([F:43])[CH:42]=5)[CH2:32][CH2:31]4)[O:25][CH2:26][CH2:27]3)=[O:56])[N:54]=2)[CH2:49][CH2:48]1. (4) Given the reactants [F:1][C:2]([F:19])([F:18])[C:3]1[CH:17]=[CH:16][CH:15]=[CH:14][C:4]=1[CH2:5][NH:6][CH2:7][CH2:8][C:9]([O:11][CH2:12][CH3:13])=[O:10].[C:20](O[C:20]([O:22][C:23]([CH3:26])([CH3:25])[CH3:24])=[O:21])([O:22][C:23]([CH3:26])([CH3:25])[CH3:24])=[O:21].CN(C)CCN.[NH4+].[Cl-], predict the reaction product. The product is: [C:23]([O:22][C:20]([N:6]([CH2:5][C:4]1[CH:14]=[CH:15][CH:16]=[CH:17][C:3]=1[C:2]([F:18])([F:19])[F:1])[CH2:7][CH2:8][C:9]([O:11][CH2:12][CH3:13])=[O:10])=[O:21])([CH3:26])([CH3:25])[CH3:24]. (5) Given the reactants C([O:3][C:4]([C:6]1[N:7]=[C:8]([CH2:11][O:12][C:13]2[CH:18]=[CH:17][C:16](I)=[CH:15][CH:14]=2)[S:9][CH:10]=1)=[O:5])C.O1CCOCC1.C(=O)([O-])[O-].[K+].[K+].[CH2:32]([O:39][C:40]1[CH:45]=[CH:44][CH:43]=[CH:42][C:41]=1B(O)O)[C:33]1[CH:38]=[CH:37][CH:36]=[CH:35][CH:34]=1, predict the reaction product. The product is: [CH2:32]([O:39][C:40]1[CH:45]=[CH:44][CH:43]=[CH:42][C:41]=1[C:16]1[CH:15]=[CH:14][C:13]([O:12][CH2:11][C:8]2[S:9][CH:10]=[C:6]([C:4]([OH:3])=[O:5])[N:7]=2)=[CH:18][CH:17]=1)[C:33]1[CH:38]=[CH:37][CH:36]=[CH:35][CH:34]=1. (6) Given the reactants [OH:1][C:2]1[CH:9]=[CH:8][C:5]([CH:6]=O)=[CH:4][CH:3]=1.[S:10]1[CH2:14][C:13](=[O:15])[NH:12][C:11]1=[O:16].N1CCCCC1, predict the reaction product. The product is: [CH:4]1[C:5](/[CH:6]=[C:14]2\[C:13]([NH:12][C:11]([S:10]\2)=[O:16])=[O:15])=[CH:8][CH:9]=[C:2]([OH:1])[CH:3]=1. (7) Given the reactants [NH:1]1[C:9]2[C:4](=[CH:5][CH:6]=[C:7]([C:10]([O:12][CH3:13])=[O:11])[CH:8]=2)[CH:3]=[N:2]1.[I:14]I.[OH-].[K+], predict the reaction product. The product is: [I:14][C:3]1[C:4]2[C:9](=[CH:8][C:7]([C:10]([O:12][CH3:13])=[O:11])=[CH:6][CH:5]=2)[NH:1][N:2]=1.